This data is from Full USPTO retrosynthesis dataset with 1.9M reactions from patents (1976-2016). The task is: Predict the reactants needed to synthesize the given product. The reactants are: C([O:3][C:4](=[O:39])[CH2:5][N:6]1[CH:14]=[C:13]2[C:8]([CH2:9][CH2:10][C:11]3[C:17]4[C:18]([NH:22][C:23]5[CH:28]=[CH:27][C:26]([O:29][CH2:30][C:31]6[CH:36]=[CH:35][CH:34]=[C:33]([F:37])[CH:32]=6)=[C:25]([Cl:38])[CH:24]=5)=[N:19][CH:20]=[N:21][C:16]=4[S:15][C:12]=32)=[N:7]1)C.[OH-].[K+]. Given the product [Cl:38][C:25]1[CH:24]=[C:23]([NH:22][C:18]2[C:17]3[C:11]4[CH2:10][CH2:9][C:8]5[C:13](=[CH:14][N:6]([CH2:5][C:4]([OH:39])=[O:3])[N:7]=5)[C:12]=4[S:15][C:16]=3[N:21]=[CH:20][N:19]=2)[CH:28]=[CH:27][C:26]=1[O:29][CH2:30][C:31]1[CH:36]=[CH:35][CH:34]=[C:33]([F:37])[CH:32]=1, predict the reactants needed to synthesize it.